From a dataset of NCI-60 drug combinations with 297,098 pairs across 59 cell lines. Regression. Given two drug SMILES strings and cell line genomic features, predict the synergy score measuring deviation from expected non-interaction effect. (1) Drug 1: C1=C(C(=O)NC(=O)N1)F. Drug 2: C1=CN(C(=O)N=C1N)C2C(C(C(O2)CO)O)O.Cl. Cell line: SK-MEL-5. Synergy scores: CSS=37.6, Synergy_ZIP=-8.12, Synergy_Bliss=-14.2, Synergy_Loewe=-10.9, Synergy_HSA=-10.7. (2) Drug 1: CC1=CC=C(C=C1)C2=CC(=NN2C3=CC=C(C=C3)S(=O)(=O)N)C(F)(F)F. Drug 2: CC1=C(C(=CC=C1)Cl)NC(=O)C2=CN=C(S2)NC3=CC(=NC(=N3)C)N4CCN(CC4)CCO. Cell line: UACC-257. Synergy scores: CSS=0.879, Synergy_ZIP=0.568, Synergy_Bliss=1.75, Synergy_Loewe=-5.92, Synergy_HSA=-1.99. (3) Drug 2: CC1CCC2CC(C(=CC=CC=CC(CC(C(=O)C(C(C(=CC(C(=O)CC(OC(=O)C3CCCCN3C(=O)C(=O)C1(O2)O)C(C)CC4CCC(C(C4)OC)O)C)C)O)OC)C)C)C)OC. Synergy scores: CSS=14.8, Synergy_ZIP=1.42, Synergy_Bliss=-1.27, Synergy_Loewe=-18.8, Synergy_HSA=-3.71. Drug 1: CN(C)N=NC1=C(NC=N1)C(=O)N. Cell line: SK-MEL-2.